This data is from Peptide-MHC class II binding affinity with 134,281 pairs from IEDB. The task is: Regression. Given a peptide amino acid sequence and an MHC pseudo amino acid sequence, predict their binding affinity value. This is MHC class II binding data. (1) The peptide sequence is WMTTEDMLEVWNRVW. The MHC is HLA-DQA10501-DQB10302 with pseudo-sequence HLA-DQA10501-DQB10302. The binding affinity (normalized) is 0.245. (2) The peptide sequence is KSRTLKSFFAWSLSD. The MHC is DRB3_0101 with pseudo-sequence DRB3_0101. The binding affinity (normalized) is 0.183. (3) The peptide sequence is AAATAGTTVVGAFAA. The MHC is HLA-DQA10102-DQB10602 with pseudo-sequence HLA-DQA10102-DQB10602. The binding affinity (normalized) is 0.736. (4) The peptide sequence is SPLTASKLTYENVKM. The MHC is HLA-DQA10501-DQB10201 with pseudo-sequence HLA-DQA10501-DQB10201. The binding affinity (normalized) is 0.0584. (5) The peptide sequence is KFDSRLAFHHMAREKH. The MHC is DRB1_0301 with pseudo-sequence DRB1_0301. The binding affinity (normalized) is 0.187. (6) The peptide sequence is ILLDGGASDYFDQLR. The MHC is DRB1_0101 with pseudo-sequence DRB1_0101. The binding affinity (normalized) is 0.412. (7) The peptide sequence is AAPLSWSKDIYNYME. The MHC is HLA-DPA10201-DPB10501 with pseudo-sequence HLA-DPA10201-DPB10501. The binding affinity (normalized) is 0.241. (8) The peptide sequence is APGDSPNTDGIHIGD. The MHC is HLA-DPA10201-DPB10501 with pseudo-sequence HLA-DPA10201-DPB10501. The binding affinity (normalized) is 0.0298. (9) The peptide sequence is AFPVAATAANAAPAN. The MHC is DRB1_0802 with pseudo-sequence DRB1_0802. The binding affinity (normalized) is 0.460. (10) The peptide sequence is EVVDYLGIPASARPV. The MHC is DRB1_1101 with pseudo-sequence DRB1_1101. The binding affinity (normalized) is 0.375.